Dataset: Catalyst prediction with 721,799 reactions and 888 catalyst types from USPTO. Task: Predict which catalyst facilitates the given reaction. (1) Reactant: [OH:1][CH2:2][CH:3]1[CH2:8][CH2:7][N:6]([C:9]([O:11][CH2:12][C:13]2[CH:18]=[CH:17][CH:16]=[CH:15][CH:14]=2)=[O:10])[CH2:5][CH2:4]1.C(N(CC)CC)C.[S:26](Cl)([C:29]1[CH:35]=[CH:34][C:32]([CH3:33])=[CH:31][CH:30]=1)(=[O:28])=[O:27].C(OCC)(=O)C.CCCCCC. Product: [S:26]([O:1][CH2:2][CH:3]1[CH2:8][CH2:7][N:6]([C:9]([O:11][CH2:12][C:13]2[CH:14]=[CH:15][CH:16]=[CH:17][CH:18]=2)=[O:10])[CH2:5][CH2:4]1)([C:29]1[CH:35]=[CH:34][C:32]([CH3:33])=[CH:31][CH:30]=1)(=[O:28])=[O:27]. The catalyst class is: 46. (2) The catalyst class is: 122. Reactant: Br[C:2]1[CH:3]=[C:4]2[C:10]([C:11]3[CH:12]=[N:13][N:14]([C:16](C4C=CC=CC=4)(C4C=CC=CC=4)C4C=CC=CC=4)[CH:15]=3)=[CH:9][N:8]([CH2:35][O:36][CH2:37][CH2:38][Si:39]([CH3:42])([CH3:41])[CH3:40])[C:5]2=[N:6][CH:7]=1.[C:43]1([SH:49])[CH:48]=[CH:47][CH:46]=[CH:45][CH:44]=1.CN(C)CC(O)=O.P([O-])([O-])([O-])=O.[K+].[K+].[K+]. Product: [CH3:16][N:14]1[CH:15]=[C:11]([C:10]2[C:4]3[C:5](=[N:6][CH:7]=[C:2]([S:49][C:43]4[CH:48]=[CH:47][CH:46]=[CH:45][CH:44]=4)[CH:3]=3)[N:8]([CH2:35][O:36][CH2:37][CH2:38][Si:39]([CH3:42])([CH3:40])[CH3:41])[CH:9]=2)[CH:12]=[N:13]1. (3) Reactant: [Br:1][C:2]1[N:7]=[C:6]([CH3:8])[C:5]([CH:9]=O)=[CH:4][CH:3]=1.[N:11]1([C:17]([O:19][C:20]([CH3:23])([CH3:22])[CH3:21])=[O:18])[CH2:16][CH2:15][NH:14][CH2:13][CH2:12]1.ClCCl.C(O[BH-](OC(=O)C)OC(=O)C)(=O)C.[Na+]. Product: [Br:1][C:2]1[N:7]=[C:6]([CH3:8])[C:5]([CH2:9][N:14]2[CH2:13][CH2:12][N:11]([C:17]([O:19][C:20]([CH3:23])([CH3:22])[CH3:21])=[O:18])[CH2:16][CH2:15]2)=[CH:4][CH:3]=1. The catalyst class is: 6. (4) Reactant: N1C=CC=C(S(O[C:11]2[CH2:15][CH:14]([C:16](=[O:33])[NH:17][C:18]3[CH:23]=[CH:22][C:21]([Cl:24])=[CH:20][C:19]=3[C:25](=[O:32])[NH:26][CH:27]([CH:29]3[CH2:31][CH2:30]3)[CH3:28])[N:13]([C:34]3[C:39]([Cl:40])=[CH:38][CH:37]=[CH:36][N:35]=3)[N:12]=2)(=O)=O)C=1.C(O)(=O)C.[BrH:45].C(OCC)(=O)C.[OH-].[Na+]. Product: [Cl:24][C:21]1[CH:22]=[CH:23][C:18]([NH:17][C:16]([CH:14]2[N:13]([C:34]3[C:39]([Cl:40])=[CH:38][CH:37]=[CH:36][N:35]=3)[N:12]=[C:11]([Br:45])[CH2:15]2)=[O:33])=[C:19]([C:25](=[O:32])[NH:26][CH:27]([CH:29]2[CH2:31][CH2:30]2)[CH3:28])[CH:20]=1. The catalyst class is: 86. (5) Reactant: [CH3:1][C:2]([CH3:9])([CH2:7][OH:8])[C@@H:3]([OH:6])[CH2:4][OH:5].O(Cl)Cl.[P+5].CO[CH:16](OC)[C:17]1[CH:22]=[CH:21][C:20]([O:23][CH3:24])=[CH:19][CH:18]=1. Product: [CH3:1][C:2]1([CH3:9])[CH2:7][O:8][CH:16]([C:17]2[CH:22]=[CH:21][C:20]([O:23][CH3:24])=[CH:19][CH:18]=2)[O:6][C@H:3]1[CH2:4][OH:5]. The catalyst class is: 4. (6) Reactant: [CH3:1][O:2][CH2:3][C@@H:4]1[CH2:8][N:7]([C:9]([O:11][C:12]([CH3:15])([CH3:14])[CH3:13])=[O:10])[C@H:6]([C:16]([O:18]C)=[O:17])[CH2:5]1.[Li+].[OH-].Cl. Product: [C:12]([O:11][C:9]([N:7]1[CH2:8][C@@H:4]([CH2:3][O:2][CH3:1])[CH2:5][C@H:6]1[C:16]([OH:18])=[O:17])=[O:10])([CH3:15])([CH3:13])[CH3:14]. The catalyst class is: 36. (7) Reactant: Cl.[CH3:2][NH:3][CH2:4][CH2:5][CH2:6][S:7][CH2:8][CH2:9][OH:10].[C:11]1([CH2:17][CH:18]=O)[CH:16]=[CH:15][CH:14]=[CH:13][CH:12]=1.C(O)(=O)C.C(O[BH-](OC(=O)C)OC(=O)C)(=O)C.[Na+]. Product: [CH3:2][N:3]([CH2:18][CH2:17][C:11]1[CH:16]=[CH:15][CH:14]=[CH:13][CH:12]=1)[CH2:4][CH2:5][CH2:6][S:7][CH2:8][CH2:9][OH:10]. The catalyst class is: 4. (8) Reactant: [F:1][C:2]1[CH:7]=[CH:6][C:5]([CH3:8])=[CH:4][C:3]=1[NH:9][C:10]([NH:12][C:13]1[CH:32]=[CH:31][C:16]([O:17][C:18]2[CH:23]=[CH:22][N:21]=[C:20]3[CH:24]=[C:25]([C:27]([O:29]C)=[O:28])[S:26][C:19]=23)=[CH:15][CH:14]=1)=[O:11].[Li+].[OH-].CO.O.Cl. Product: [F:1][C:2]1[CH:7]=[CH:6][C:5]([CH3:8])=[CH:4][C:3]=1[NH:9][C:10]([NH:12][C:13]1[CH:14]=[CH:15][C:16]([O:17][C:18]2[CH:23]=[CH:22][N:21]=[C:20]3[CH:24]=[C:25]([C:27]([OH:29])=[O:28])[S:26][C:19]=23)=[CH:31][CH:32]=1)=[O:11]. The catalyst class is: 5.